The task is: Regression. Given two drug SMILES strings and cell line genomic features, predict the synergy score measuring deviation from expected non-interaction effect.. This data is from NCI-60 drug combinations with 297,098 pairs across 59 cell lines. (1) Drug 1: CC1=C2C(C(=O)C3(C(CC4C(C3C(C(C2(C)C)(CC1OC(=O)C(C(C5=CC=CC=C5)NC(=O)OC(C)(C)C)O)O)OC(=O)C6=CC=CC=C6)(CO4)OC(=O)C)OC)C)OC. Drug 2: CC1CCC2CC(C(=CC=CC=CC(CC(C(=O)C(C(C(=CC(C(=O)CC(OC(=O)C3CCCCN3C(=O)C(=O)C1(O2)O)C(C)CC4CCC(C(C4)OC)OCCO)C)C)O)OC)C)C)C)OC. Cell line: CCRF-CEM. Synergy scores: CSS=64.6, Synergy_ZIP=6.84, Synergy_Bliss=5.83, Synergy_Loewe=-5.51, Synergy_HSA=9.10. (2) Drug 1: CN(CCCl)CCCl.Cl. Drug 2: CC1CCCC2(C(O2)CC(NC(=O)CC(C(C(=O)C(C1O)C)(C)C)O)C(=CC3=CSC(=N3)C)C)C. Cell line: A498. Synergy scores: CSS=20.9, Synergy_ZIP=-8.36, Synergy_Bliss=-11.9, Synergy_Loewe=-22.1, Synergy_HSA=-9.82. (3) Drug 1: CC12CCC3C(C1CCC2=O)CC(=C)C4=CC(=O)C=CC34C. Drug 2: C1=CC(=CC=C1CCC2=CNC3=C2C(=O)NC(=N3)N)C(=O)NC(CCC(=O)O)C(=O)O. Cell line: PC-3. Synergy scores: CSS=55.5, Synergy_ZIP=1.89, Synergy_Bliss=0.0177, Synergy_Loewe=2.71, Synergy_HSA=5.72. (4) Drug 1: CC=C1C(=O)NC(C(=O)OC2CC(=O)NC(C(=O)NC(CSSCCC=C2)C(=O)N1)C(C)C)C(C)C. Drug 2: C1CNP(=O)(OC1)N(CCCl)CCCl. Cell line: U251. Synergy scores: CSS=52.5, Synergy_ZIP=0.927, Synergy_Bliss=0.932, Synergy_Loewe=-35.4, Synergy_HSA=0.571. (5) Drug 1: CC(C1=C(C=CC(=C1Cl)F)Cl)OC2=C(N=CC(=C2)C3=CN(N=C3)C4CCNCC4)N. Drug 2: CCC1=C2CN3C(=CC4=C(C3=O)COC(=O)C4(CC)O)C2=NC5=C1C=C(C=C5)O. Cell line: EKVX. Synergy scores: CSS=3.95, Synergy_ZIP=-4.20, Synergy_Bliss=-6.53, Synergy_Loewe=-10.5, Synergy_HSA=-6.24.